From a dataset of Forward reaction prediction with 1.9M reactions from USPTO patents (1976-2016). Predict the product of the given reaction. Given the reactants [C:1]([O:5][C:6](=[O:20])[NH:7][CH2:8][CH2:9][N:10]1[C:18]2[C:17](Cl)=[N:16][CH:15]=[N:14][C:13]=2[CH:12]=[CH:11]1)([CH3:4])([CH3:3])[CH3:2].[NH2:21][C:22]1[CH:38]=[CH:37][C:25]([O:26][C:27]2[CH:28]=[C:29]([CH:34]=[CH:35][CH:36]=2)[C:30]([O:32][CH3:33])=[O:31])=[C:24]([Cl:39])[CH:23]=1.C(=O)([O-])O.[Na+], predict the reaction product. The product is: [C:1]([O:5][C:6]([NH:7][CH2:8][CH2:9][N:10]1[C:18]2[C:17]([NH:21][C:22]3[CH:38]=[CH:37][C:25]([O:26][C:27]4[CH:28]=[C:29]([CH:34]=[CH:35][CH:36]=4)[C:30]([O:32][CH3:33])=[O:31])=[C:24]([Cl:39])[CH:23]=3)=[N:16][CH:15]=[N:14][C:13]=2[CH:12]=[CH:11]1)=[O:20])([CH3:4])([CH3:3])[CH3:2].